This data is from Full USPTO retrosynthesis dataset with 1.9M reactions from patents (1976-2016). The task is: Predict the reactants needed to synthesize the given product. (1) Given the product [CH2:32]([O:14][C:13](=[O:15])[C:12]1[CH:16]=[CH:17][C:9]([NH:8][C:6](=[O:7])[C:5]2[CH:18]=[CH:19][C:2]([Cl:1])=[C:3]([NH:20][S:21]([C:24]3[CH:29]=[CH:28][CH:27]=[C:26]([F:30])[CH:25]=3)(=[O:22])=[O:23])[CH:4]=2)=[CH:10][CH:11]=1)[CH3:37], predict the reactants needed to synthesize it. The reactants are: [Cl:1][C:2]1[CH:19]=[CH:18][C:5]([C:6]([NH:8][C:9]2[CH:17]=[CH:16][C:12]([C:13]([OH:15])=[O:14])=[CH:11][CH:10]=2)=[O:7])=[CH:4][C:3]=1[NH:20][S:21]([C:24]1[CH:29]=[CH:28][CH:27]=[C:26]([F:30])[CH:25]=1)(=[O:23])=[O:22].F[C:32]1C=C(S(Cl)(=O)=O)C=C[CH:37]=1. (2) Given the product [CH3:14][O:15][C:16](=[O:34])[CH2:17][C@@H:18]([NH:26][C:27]([O:29][C:30]([CH3:32])([CH3:31])[CH3:33])=[O:28])[C:19]1[CH:24]=[CH:23][C:22]([C:9]#[C:8][Si:10]([CH3:13])([CH3:12])[CH3:11])=[CH:21][CH:20]=1, predict the reactants needed to synthesize it. The reactants are: CCN(CC)CC.[C:8]([Si:10]([CH3:13])([CH3:12])[CH3:11])#[CH:9].[CH3:14][O:15][C:16](=[O:34])[CH2:17][C@@H:18]([NH:26][C:27]([O:29][C:30]([CH3:33])([CH3:32])[CH3:31])=[O:28])[C:19]1[CH:24]=[CH:23][C:22](I)=[CH:21][CH:20]=1.C([O-])([O-])=O.[K+].[K+]. (3) Given the product [Cl:15][C:16]1[CH:35]=[CH:34][C:19]([NH:20][C:21]2[C:30]3[C:25](=[CH:26][C:27]([O:1][CH2:2][CH:3]=[CH:4][C:5]4[CH:10]=[CH:9][N:8]=[CH:7][CH:6]=4)=[C:28]([O:31][CH3:32])[CH:29]=3)[N:24]=[CH:23][N:22]=2)=[C:18]([F:36])[CH:17]=1, predict the reactants needed to synthesize it. The reactants are: [OH:1][CH:2]=[CH:3][CH2:4][C:5]1[CH:10]=[CH:9][N:8]=[CH:7][CH:6]=1.S(Cl)(Cl)=O.[Cl:15][C:16]1[CH:35]=[CH:34][C:19]([NH:20][C:21]2[C:30]3[C:25](=[CH:26][C:27](O)=[C:28]([O:31][CH3:32])[CH:29]=3)[N:24]=[CH:23][N:22]=2)=[C:18]([F:36])[CH:17]=1.C(=O)([O-])[O-].[K+].[K+]. (4) Given the product [CH:34]1([CH2:37][NH:38][C:7]([C:6]2[C:11]([NH:10][C:9]([C:12]3[N:13]([C:21]4[C:26]([Cl:27])=[CH:25][CH:24]=[CH:23][N:22]=4)[N:14]=[C:15]([C:17]([F:19])([F:20])[F:18])[CH:16]=3)=[O:8])=[C:2]([Cl:1])[CH:3]3[S:31][C:30]([O:32][CH3:33])=[N:29][CH:4]3[CH:5]=2)=[O:28])[CH2:36][CH2:35]1, predict the reactants needed to synthesize it. The reactants are: [Cl:1][C:2]1[CH:3]2[S:31][C:30]([O:32][CH3:33])=[N:29][CH:4]2[CH:5]=[C:6]2[C:11]=1[N:10]=[C:9]([C:12]1[N:13]([C:21]3[C:26]([Cl:27])=[CH:25][CH:24]=[CH:23][N:22]=3)[N:14]=[C:15]([C:17]([F:20])([F:19])[F:18])[CH:16]=1)[O:8][C:7]2=[O:28].[CH:34]1([CH2:37][NH2:38])[CH2:36][CH2:35]1. (5) Given the product [F:12][C:13]1[CH:18]=[CH:17][CH:16]=[CH:15][C:14]=1[C:2]1[CH:11]=[CH:10][C:9]2[C:4](=[CH:5][CH:6]=[CH:7][CH:8]=2)[N:3]=1, predict the reactants needed to synthesize it. The reactants are: Cl[C:2]1[CH:11]=[CH:10][C:9]2[C:4](=[CH:5][CH:6]=[CH:7][CH:8]=2)[N:3]=1.[F:12][C:13]1[CH:18]=[CH:17][CH:16]=[CH:15][C:14]=1B(O)O.C([O-])([O-])=O.[K+].[K+]. (6) Given the product [CH3:25][O:24][C:19]1[CH:20]=[CH:21][CH:22]=[CH:23][C:18]=1[C:8]1[N:9]([C:11]2[CH:12]=[CH:13][C:14]([CH3:17])=[CH:15][CH:16]=2)[CH:10]=[C:6]([CH2:4][OH:3])[N:7]=1, predict the reactants needed to synthesize it. The reactants are: C([O:3][C:4]([C:6]1[N:7]=[C:8]([C:18]2[CH:23]=[CH:22][CH:21]=[CH:20][C:19]=2[O:24][CH3:25])[N:9]([C:11]2[CH:16]=[CH:15][C:14]([CH3:17])=[CH:13][CH:12]=2)[CH:10]=1)=O)C.[H-].[Al+3].[Li+].[H-].[H-].[H-].CCOCC.C(OCC)(=O)C. (7) The reactants are: [C:1]([O:5][C:6]([NH:8][C@H:9]([C:16]([OH:18])=O)[CH2:10][N:11]1[CH:15]=[CH:14][CH:13]=[N:12]1)=[O:7])([CH3:4])([CH3:3])[CH3:2].CN(C(ON1N=NC2C=CC=CC1=2)=[N+](C)C)C.F[P-](F)(F)(F)(F)F.Cl.[CH3:44][O:45][C:46]1[CH:47]=[C:48]([C:54]2[C@@H:63]3[C@@H:58]([CH2:59][CH2:60][CH2:61][CH2:62]3)[C:57](=[O:64])[N:56]([CH:65]3[CH2:70][CH2:69][NH:68][CH2:67][CH2:66]3)[N:55]=2)[CH:49]=[CH:50][C:51]=1[O:52][CH3:53].CCN(C(C)C)C(C)C.C(=O)(O)[O-].[Na+]. Given the product [CH3:44][O:45][C:46]1[CH:47]=[C:48]([C:54]2[C@@H:63]3[C@@H:58]([CH2:59][CH2:60][CH2:61][CH2:62]3)[C:57](=[O:64])[N:56]([CH:65]3[CH2:66][CH2:67][N:68]([C:16](=[O:18])[C@@H:9]([NH:8][C:6](=[O:7])[O:5][C:1]([CH3:2])([CH3:3])[CH3:4])[CH2:10][N:11]4[CH:15]=[CH:14][CH:13]=[N:12]4)[CH2:69][CH2:70]3)[N:55]=2)[CH:49]=[CH:50][C:51]=1[O:52][CH3:53], predict the reactants needed to synthesize it. (8) Given the product [Cl:40][C:38]1[CH:39]=[C:34]([NH:33][N:32]2[C:16](=[O:18])[C:15]3[C:14](=[CH:22][CH:21]=[C:20]([C:23]([F:26])([F:25])[F:24])[CH:19]=3)[N:13]=[CH:30]2)[C:35]([S:41][CH2:42][CH3:43])=[N:36][CH:37]=1, predict the reactants needed to synthesize it. The reactants are: ClC1C=C(NN)C(SCC)=NC=1.[NH2:13][C:14]1[CH:22]=[CH:21][C:20]([C:23]([F:26])([F:25])[F:24])=[CH:19][C:15]=1[C:16]([OH:18])=O.NC1C(Br)=CC=CC=1[C:30]([NH:32][NH:33][C:34]1[C:35]([S:41][CH2:42][CH3:43])=[N:36][CH:37]=[C:38]([Cl:40])[CH:39]=1)=O.